This data is from Full USPTO retrosynthesis dataset with 1.9M reactions from patents (1976-2016). The task is: Predict the reactants needed to synthesize the given product. (1) The reactants are: [N:1]1[N:2]=[C:3]([C:10]2[CH:19]=[CH:18][C:17]3[C:12](=[C:13]([O:20][CH2:21][C:22]([CH3:33])([CH3:32])[CH2:23][NH:24][C:25](=[O:31])[O:26][C:27]([CH3:30])([CH3:29])[CH3:28])[CH:14]=[CH:15][CH:16]=3)[N:11]=2)[N:4]2[CH:9]=[CH:8][CH:7]=[CH:6][C:5]=12.[H-].[Na+].[CH2:36](I)[CH3:37].[NH4+].[Cl-]. Given the product [N:1]1[N:2]=[C:3]([C:10]2[CH:19]=[CH:18][C:17]3[C:12](=[C:13]([O:20][CH2:21][C:22]([CH3:33])([CH3:32])[CH2:23][N:24]([CH2:36][CH3:37])[C:25](=[O:31])[O:26][C:27]([CH3:28])([CH3:30])[CH3:29])[CH:14]=[CH:15][CH:16]=3)[N:11]=2)[N:4]2[CH:9]=[CH:8][CH:7]=[CH:6][C:5]=12, predict the reactants needed to synthesize it. (2) Given the product [C:8]1([CH2:14][N:15]2[CH2:16][CH2:17][NH:18][CH:19]([C:2]3[CH:3]=[N:4][CH:5]=[CH:6][CH:7]=3)[CH2:20]2)[CH:9]=[CH:10][CH:11]=[CH:12][CH:13]=1, predict the reactants needed to synthesize it. The reactants are: F[C:2]1[CH:3]=[N:4][CH:5]=[CH:6][CH:7]=1.[C:8]1([CH2:14][N:15]2[CH2:20][CH2:19][NH:18][CH2:17][CH2:16]2)[CH:13]=[CH:12][CH:11]=[CH:10][CH:9]=1.C1([Li])C=CC=CC=1.C1CCCCC1.C(OCC)C. (3) Given the product [CH3:1][O:2][C:3]([C:5]1[C:9]([NH2:10])=[CH:8][N:7]([CH:13]2[CH2:18][CH2:17][CH2:16][CH2:15][O:14]2)[N:6]=1)=[O:4], predict the reactants needed to synthesize it. The reactants are: [CH3:1][O:2][C:3]([C:5]1[C:9]([N+:10]([O-])=O)=[CH:8][N:7]([CH:13]2[CH2:18][CH2:17][CH2:16][CH2:15][O:14]2)[N:6]=1)=[O:4].C([O-])=O.[NH4+]. (4) The reactants are: [CH2:1]([O:8][CH2:9][CH2:10][C@@H:11]([C:20]([OH:22])=[O:21])[NH:12][C:13]([O:15][C:16]([CH3:19])([CH3:18])[CH3:17])=[O:14])[C:2]1[CH:7]=[CH:6][CH:5]=[CH:4][CH:3]=1.[CH3:23][Si](C=[N+]=[N-])(C)C.CCCCCC. Given the product [CH2:1]([O:8][CH2:9][CH2:10][C@@H:11]([C:20]([O:22][CH3:23])=[O:21])[NH:12][C:13]([O:15][C:16]([CH3:17])([CH3:18])[CH3:19])=[O:14])[C:2]1[CH:3]=[CH:4][CH:5]=[CH:6][CH:7]=1, predict the reactants needed to synthesize it. (5) Given the product [Cl:1][C:2]1[CH:3]=[CH:4][C:5]([C:22]#[N:23])=[C:6]([C:8]2[C:13]([O:14][CH3:15])=[CH:12][N:11]([CH:16]([CH3:20])[C:17]([NH:24][C:25]3[CH:37]=[CH:36][C:28]([C:29]([O:31][C:32]([CH3:33])([CH3:34])[CH3:35])=[O:30])=[CH:27][CH:26]=3)=[O:18])[C:10](=[O:21])[CH:9]=2)[CH:7]=1, predict the reactants needed to synthesize it. The reactants are: [Cl:1][C:2]1[CH:3]=[CH:4][C:5]([C:22]#[N:23])=[C:6]([C:8]2[C:13]([O:14][CH3:15])=[CH:12][N:11]([CH:16]([CH3:20])[C:17](O)=[O:18])[C:10](=[O:21])[CH:9]=2)[CH:7]=1.[NH2:24][C:25]1[CH:37]=[CH:36][C:28]([C:29]([O:31][C:32]([CH3:35])([CH3:34])[CH3:33])=[O:30])=[CH:27][CH:26]=1. (6) The reactants are: C[O:2][C:3](=O)[C:4]1[CH:9]=[C:8]([Br:10])[CH:7]=[CH:6][C:5]=1[NH2:11].[H-].[Al+3].[Li+].[H-].[H-].[H-]. Given the product [NH2:11][C:5]1[CH:6]=[CH:7][C:8]([Br:10])=[CH:9][C:4]=1[CH2:3][OH:2], predict the reactants needed to synthesize it.